Dataset: Merck oncology drug combination screen with 23,052 pairs across 39 cell lines. Task: Regression. Given two drug SMILES strings and cell line genomic features, predict the synergy score measuring deviation from expected non-interaction effect. (1) Drug 1: NC(=O)c1cccc2cn(-c3ccc(C4CCCNC4)cc3)nc12. Drug 2: CNC(=O)c1cc(Oc2ccc(NC(=O)Nc3ccc(Cl)c(C(F)(F)F)c3)cc2)ccn1. Cell line: HT29. Synergy scores: synergy=2.72. (2) Drug 1: NC1(c2ccc(-c3nc4ccn5c(=O)[nH]nc5c4cc3-c3ccccc3)cc2)CCC1. Drug 2: COC1=C2CC(C)CC(OC)C(O)C(C)C=C(C)C(OC(N)=O)C(OC)C=CC=C(C)C(=O)NC(=CC1=O)C2=O. Cell line: OCUBM. Synergy scores: synergy=3.74. (3) Drug 1: O=C(NOCC(O)CO)c1ccc(F)c(F)c1Nc1ccc(I)cc1F. Synergy scores: synergy=-5.00. Cell line: HCT116. Drug 2: CC(C)CC(NC(=O)C(Cc1ccccc1)NC(=O)c1cnccn1)B(O)O. (4) Drug 1: COc1cccc2c1C(=O)c1c(O)c3c(c(O)c1C2=O)CC(O)(C(=O)CO)CC3OC1CC(N)C(O)C(C)O1. Drug 2: COC1CC2CCC(C)C(O)(O2)C(=O)C(=O)N2CCCCC2C(=O)OC(C(C)CC2CCC(OP(C)(C)=O)C(OC)C2)CC(=O)C(C)C=C(C)C(O)C(OC)C(=O)C(C)CC(C)C=CC=CC=C1C. Cell line: NCIH460. Synergy scores: synergy=11.5. (5) Drug 1: CN(Cc1cnc2nc(N)nc(N)c2n1)c1ccc(C(=O)NC(CCC(=O)O)C(=O)O)cc1. Drug 2: CCc1cnn2c(NCc3ccc[n+]([O-])c3)cc(N3CCCCC3CCO)nc12. Cell line: ZR751. Synergy scores: synergy=-8.31. (6) Drug 1: O=c1[nH]cc(F)c(=O)[nH]1. Drug 2: CCN(CC)CCNC(=O)c1c(C)[nH]c(C=C2C(=O)Nc3ccc(F)cc32)c1C. Cell line: LOVO. Synergy scores: synergy=2.08.